Dataset: Full USPTO retrosynthesis dataset with 1.9M reactions from patents (1976-2016). Task: Predict the reactants needed to synthesize the given product. (1) Given the product [CH3:21][C:4]([CH2:5][CH2:6][CH:7]=[C:8]([CH3:20])[CH2:9][CH2:10][CH:11]=[C:12]([CH3:19])[CH2:13][CH2:14][CH:15]=[C:16]([CH3:18])[CH3:17])=[CH:3][CH2:2][O:22][CH2:23][C:24]([CH2:29][OH:30])([CH2:27][OH:28])[CH2:25][OH:26], predict the reactants needed to synthesize it. The reactants are: Cl[CH2:2][CH:3]=[C:4]([CH3:21])[CH2:5][CH2:6][CH:7]=[C:8]([CH3:20])[CH2:9][CH2:10][CH:11]=[C:12]([CH3:19])[CH2:13][CH2:14][CH:15]=[C:16]([CH3:18])[CH3:17].[OH:22][CH2:23][C:24]([CH2:29][OH:30])([CH2:27][OH:28])[CH2:25][OH:26].OCC(CO)O. (2) The reactants are: [CH:1]1[C:14]2[C:5](=[CH:6][C:7]3[C:12]([C:13]=2B(O)O)=[CH:11][CH:10]=[CH:9][CH:8]=3)[CH:4]=[CH:3][CH:2]=1.Br[C:19]1[CH:20]=[N:21][CH:22]=[CH:23][CH:24]=1.C(=O)([O-])[O-].[Na+].[Na+].C1(C)C=CC=CC=1. Given the product [CH:1]1[C:14]2[C:5](=[CH:6][C:7]3[C:12]([C:13]=2[C:19]2[CH:20]=[N:21][CH:22]=[CH:23][CH:24]=2)=[CH:11][CH:10]=[CH:9][CH:8]=3)[CH:4]=[CH:3][CH:2]=1, predict the reactants needed to synthesize it. (3) Given the product [CH3:3][O:4][C:5]1[CH:6]=[C:7]2[C:12](=[CH:13][CH:14]=1)[CH:11]([OH:15])[CH2:10][CH2:9][CH2:8]2, predict the reactants needed to synthesize it. The reactants are: [BH4-].[Na+].[CH3:3][O:4][C:5]1[CH:6]=[C:7]2[C:12](=[CH:13][CH:14]=1)[C:11](=[O:15])[CH2:10][CH2:9][CH2:8]2.[BH4-].O. (4) Given the product [Br:24][C:21]1[CH:22]=[CH:23][C:18]([CH2:17][C:15]23[C:14](=[O:25])[N:13]([C:26]4[CH:31]=[C:30]([Cl:32])[CH:29]=[C:28]([Cl:33])[CH:27]=4)[C:12](=[O:34])[N:11]2[CH2:10][CH2:9][NH:8][CH2:16]3)=[CH:19][CH:20]=1, predict the reactants needed to synthesize it. The reactants are: C(OC([N:8]1[CH2:16][C:15]2([CH2:17][C:18]3[CH:23]=[CH:22][C:21]([Br:24])=[CH:20][CH:19]=3)[N:11]([C:12](=[O:34])[N:13]([C:26]3[CH:31]=[C:30]([Cl:32])[CH:29]=[C:28]([Cl:33])[CH:27]=3)[C:14]2=[O:25])[CH2:10][CH2:9]1)=O)(C)(C)C.C(O)(C(F)(F)F)=O. (5) Given the product [NH2:24][CH:20]1[CH2:21][CH2:22][CH2:23][N:18]([C:16]2[CH:17]=[C:12]([NH:11][C:6]3[CH:5]=[CH:4][C:3]([O:2][CH3:1])=[C:8]([O:9][CH3:10])[N:7]=3)[C:13]3[N:14]([N:32]=[CH:33][N:34]=3)[CH:15]=2)[CH2:19]1, predict the reactants needed to synthesize it. The reactants are: [CH3:1][O:2][C:3]1[CH:4]=[CH:5][C:6]([NH:11][C:12]2[C:13]3[N:14]([N:32]=[CH:33][N:34]=3)[CH:15]=[C:16]([N:18]3[CH2:23][CH2:22][CH2:21][CH:20]([NH:24]C(=O)OC(C)(C)C)[CH2:19]3)[CH:17]=2)=[N:7][C:8]=1[O:9][CH3:10]. (6) Given the product [F:24][C:19]1[CH:20]=[CH:21][CH:22]=[CH:23][C:18]=1[N:15]1[C:7]([C:2]2[CH:3]=[CH:4][CH:5]=[CH:6][N:1]=2)=[C:9]([C:10]([OH:12])=[O:11])[N:17]=[N:16]1, predict the reactants needed to synthesize it. The reactants are: [N:1]1[CH:6]=[CH:5][CH:4]=[CH:3][C:2]=1[C:7]([CH2:9][C:10]([O:12]CC)=[O:11])=O.[N:15]([C:18]1[CH:23]=[CH:22][CH:21]=[CH:20][C:19]=1[F:24])=[N+:16]=[N-:17].[O-]CC.[Na+].[OH-].[Na+]. (7) Given the product [CH3:35][O:36][C:37]1[CH:42]=[CH:41][C:40]([C:7]2[C:8]([CH3:31])([CH3:32])[O:9][C:10](=[O:30])[C:11]=2[C:12]2[CH:13]=[CH:14][C:15]([O:18][CH2:19][C:20]3[CH:29]=[CH:28][C:27]4[C:22](=[CH:23][CH:24]=[CH:25][CH:26]=4)[N:21]=3)=[CH:16][CH:17]=2)=[CH:39][CH:38]=1, predict the reactants needed to synthesize it. The reactants are: FC(F)(F)S(O[C:7]1[C:8]([CH3:32])([CH3:31])[O:9][C:10](=[O:30])[C:11]=1[C:12]1[CH:17]=[CH:16][C:15]([O:18][CH2:19][C:20]2[CH:29]=[CH:28][C:27]3[C:22](=[CH:23][CH:24]=[CH:25][CH:26]=3)[N:21]=2)=[CH:14][CH:13]=1)(=O)=O.[CH3:35][O:36][C:37]1[CH:42]=[CH:41][C:40](B(O)O)=[CH:39][CH:38]=1.C([O-])([O-])=O.[Na+].[Na+]. (8) Given the product [CH3:1][O:2][C:3](=[O:15])[C:4]1[CH:9]=[C:8]([Cl:10])[CH:7]=[C:6]([NH2:11])[C:5]=1[NH2:14], predict the reactants needed to synthesize it. The reactants are: [CH3:1][O:2][C:3](=[O:15])[C:4]1[CH:9]=[C:8]([Cl:10])[CH:7]=[C:6]([N+:11]([O-])=O)[C:5]=1[NH2:14].[H][H]. (9) Given the product [F:1][C:2]1[CH:3]=[C:4]([CH2:8][CH2:9][C:10]2[CH:11]=[CH:12][C:13]([N:16]3[C:21](=[O:22])[CH2:20][CH:18]([C:17]([OH:25])=[O:24])[CH2:19]3)=[CH:14][CH:15]=2)[CH:5]=[CH:6][CH:7]=1, predict the reactants needed to synthesize it. The reactants are: [F:1][C:2]1[CH:3]=[C:4]([CH2:8][CH2:9][C:10]2[CH:15]=[CH:14][C:13]([NH2:16])=[CH:12][CH:11]=2)[CH:5]=[CH:6][CH:7]=1.[C:17]([OH:25])(=[O:24])[C:18]([CH2:20][C:21](O)=[O:22])=[CH2:19].